From a dataset of M1 muscarinic receptor antagonist screen with 61,756 compounds. Binary Classification. Given a drug SMILES string, predict its activity (active/inactive) in a high-throughput screening assay against a specified biological target. (1) The drug is Clc1cc2nc3n(cccc3C(=O)N3CCN(CC3)Cc3cc4OCOc4cc3)c(=O)c2cc1. The result is 0 (inactive). (2) The compound is O=C(NC(c1ccc(OC)cc1)CC(O)=O)Cc1ccc(OC)cc1. The result is 0 (inactive). (3) The compound is S(=O)(=O)(N1C(CCCC1)c1cccnc1)c1ccc(NC(=O)C)cc1. The result is 0 (inactive). (4) The drug is s1c(C(=O)c2c3c(oc2)ccc(OC(=O)C)c3)ccc1. The result is 0 (inactive).